This data is from Catalyst prediction with 721,799 reactions and 888 catalyst types from USPTO. The task is: Predict which catalyst facilitates the given reaction. (1) Reactant: [C:1]1([S:7][C:8]2[CH:9]=[N:10][C:11]3[C:16]([C:17]=2O)=[CH:15][CH:14]=[CH:13][C:12]=3[C:19]([F:22])([F:21])[F:20])[CH:6]=[CH:5][CH:4]=[CH:3][CH:2]=1.BrC1C=N[C:27]2[C:32](C=1O)=[CH:31][CH:30]=[CH:29][C:28]=2C(F)(F)F.C1(S)C=CC=CC=1.[Na].O. The catalyst class is: 3. Product: [C:27]1([C:17]2[C:16]3[C:11](=[C:12]([C:19]([F:22])([F:21])[F:20])[CH:13]=[CH:14][CH:15]=3)[N:10]=[CH:9][C:8]=2[S:7][C:1]2[CH:6]=[CH:5][CH:4]=[CH:3][CH:2]=2)[CH:32]=[CH:31][CH:30]=[CH:29][CH:28]=1. (2) Reactant: [CH3:1][C:2]1([CH3:19])[C:10]2[C:5](=[CH:6][C:7]([C:11]3[CH:12]=[N:13][C:14]([CH3:17])=[N:15][CH:16]=3)=[CH:8][CH:9]=2)[NH:4][C:3]1=[O:18].[H-].[Na+].Br[CH2:23][CH2:24][O:25][CH3:26]. Product: [CH3:26][O:25][CH2:24][CH2:23][N:4]1[C:5]2[C:10](=[CH:9][CH:8]=[C:7]([C:11]3[CH:16]=[N:15][C:14]([CH3:17])=[N:13][CH:12]=3)[CH:6]=2)[C:2]([CH3:19])([CH3:1])[C:3]1=[O:18]. The catalyst class is: 3. (3) Reactant: [CH2:1]([O:8][C:9]1[C:14]([CH2:15][N:16]2[CH2:25][CH2:24][C:23]3[C:18](=[C:19]([Cl:31])[C:20]([O:27][CH:28]([CH3:30])[CH3:29])=[CH:21][C:22]=3Br)[C:17]2=[O:32])=[C:13]([CH3:33])[CH:12]=[C:11]([CH3:34])[N:10]=1)[C:2]1[CH:7]=[CH:6][CH:5]=[CH:4][CH:3]=1.CC1(C)C(C)(C)OB([C:43]2[CH:44]=[CH:45][C:46]([N:49]3[CH2:54][CH2:53][N:52]([C:55]([O:57][C:58]([CH3:61])([CH3:60])[CH3:59])=[O:56])[CH2:51][CH2:50]3)=[N:47][CH:48]=2)O1.C([O-])([O-])=O.[Na+].[Na+]. Product: [CH2:1]([O:8][C:9]1[C:14]([CH2:15][N:16]2[CH2:25][CH2:24][C:23]3[C:18](=[C:19]([Cl:31])[C:20]([O:27][CH:28]([CH3:30])[CH3:29])=[CH:21][C:22]=3[C:43]3[CH:44]=[CH:45][C:46]([N:49]4[CH2:54][CH2:53][N:52]([C:55]([O:57][C:58]([CH3:61])([CH3:60])[CH3:59])=[O:56])[CH2:51][CH2:50]4)=[N:47][CH:48]=3)[C:17]2=[O:32])=[C:13]([CH3:33])[CH:12]=[C:11]([CH3:34])[N:10]=1)[C:2]1[CH:7]=[CH:6][CH:5]=[CH:4][CH:3]=1. The catalyst class is: 819.